This data is from Forward reaction prediction with 1.9M reactions from USPTO patents (1976-2016). The task is: Predict the product of the given reaction. The product is: [CH2:15]([N:6]1[C:2]([Br:1])=[C:3]([N+:7]([O-:9])=[O:8])[N:4]=[CH:5]1)[C:16]1[CH:21]=[CH:20][CH:19]=[CH:18][CH:17]=1. Given the reactants [Br:1][C:2]1[NH:6][CH:5]=[N:4][C:3]=1[N+:7]([O-:9])=[O:8].C(=O)(O)[O-].[Na+].[CH2:15](Br)[C:16]1[CH:21]=[CH:20][CH:19]=[CH:18][CH:17]=1, predict the reaction product.